This data is from hERG potassium channel inhibition data for cardiac toxicity prediction from Karim et al.. The task is: Regression/Classification. Given a drug SMILES string, predict its toxicity properties. Task type varies by dataset: regression for continuous values (e.g., LD50, hERG inhibition percentage) or binary classification for toxic/non-toxic outcomes (e.g., AMES mutagenicity, cardiotoxicity, hepatotoxicity). Dataset: herg_karim. The drug is O=C(CCCCCCNc1ncnc2ccc(F)cc12)NO. The result is 0 (non-blocker).